This data is from Full USPTO retrosynthesis dataset with 1.9M reactions from patents (1976-2016). The task is: Predict the reactants needed to synthesize the given product. The reactants are: [F:1][C:2]1[CH:7]=[CH:6][C:5]([C:8]2[O:9][CH:10]=[C:11]([C:13]([CH3:17])([CH3:16])[CH2:14][NH2:15])[N:12]=2)=[CH:4][CH:3]=1.[F:18][C:19]([F:37])([F:36])[C:20]([C:22]1[CH:23]=[C:24]([C:27]2[CH:28]=[C:29]([CH:33]=[CH:34][CH:35]=2)[C:30](O)=[O:31])[S:25][CH:26]=1)=[O:21]. Given the product [F:1][C:2]1[CH:3]=[CH:4][C:5]([C:8]2[O:9][CH:10]=[C:11]([C:13]([CH3:17])([CH3:16])[CH2:14][NH:15][C:30](=[O:31])[C:29]3[CH:33]=[CH:34][CH:35]=[C:27]([C:24]4[S:25][CH:26]=[C:22]([C:20](=[O:21])[C:19]([F:18])([F:36])[F:37])[CH:23]=4)[CH:28]=3)[N:12]=2)=[CH:6][CH:7]=1, predict the reactants needed to synthesize it.